From a dataset of Forward reaction prediction with 1.9M reactions from USPTO patents (1976-2016). Predict the product of the given reaction. (1) Given the reactants [F:1][C:2]1[CH:7]=[CH:6][C:5]([CH:8]([OH:25])[CH2:9][O:10][C:11]2[CH:24]=[CH:23][C:14]([CH2:15][CH:16]3[S:20][C:19](=[O:21])[NH:18][C:17]3=[O:22])=[CH:13][CH:12]=2)=[CH:4][CH:3]=1.CS(C)=O.O=P12OP3(OP(OP(O3)(O1)=O)(=O)O2)=O.C(N(CC)CC)C, predict the reaction product. The product is: [F:1][C:2]1[CH:3]=[CH:4][C:5]([C:8](=[O:25])[CH2:9][O:10][C:11]2[CH:24]=[CH:23][C:14]([CH2:15][CH:16]3[S:20][C:19](=[O:21])[NH:18][C:17]3=[O:22])=[CH:13][CH:12]=2)=[CH:6][CH:7]=1. (2) Given the reactants [CH3:1][CH2:2][O:3][C:4]([C:6]1[S:10][C:9](N)=[N:8][CH:7]=1)=[O:5].N([O-])=O.[Na+].[BrH:16], predict the reaction product. The product is: [Br:16][C:9]1[S:10][C:6]([C:4]([O:3][CH2:2][CH3:1])=[O:5])=[CH:7][N:8]=1. (3) Given the reactants C(OP(CC1C=CC(N[N:17]=[C:18]([C:21]#[N:22])[C:19]#[N:20])=CC=1)(=O)OCC)C.[NH2:23][C:24]1[CH:38]=[CH:37][C:27]([CH2:28][P:29](=[O:36])([O:33][CH2:34][CH3:35])[O:30][CH2:31][CH3:32])=[CH:26][CH:25]=1.C(#N)CC#N.O.[NH2:45][NH2:46], predict the reaction product. The product is: [CH2:34]([O:33][P:29]([CH2:28][C:27]1[CH:26]=[CH:25][C:24]([NH:23][N:17]=[C:18]2[C:19]([NH2:20])=[N:46][N:45]=[C:21]2[NH2:22])=[CH:38][CH:37]=1)(=[O:36])[O:30][CH2:31][CH3:32])[CH3:35]. (4) Given the reactants [NH2:1][C:2]1[C:7]([C:8]#[N:9])=[C:6]([CH2:10][CH2:11][CH3:12])[N:5]=[C:4]([NH2:13])[CH:3]=1.N1C=CC=CC=1.[O:20]([C:22]1[CH:27]=[CH:26][C:25]([O:28][CH3:29])=[CH:24][C:23]=1[CH2:30][C:31](Cl)=[O:32])[CH3:21], predict the reaction product. The product is: [NH2:1][C:2]1[C:7]([C:8]#[N:9])=[C:6]([CH2:10][CH2:11][CH3:12])[N:5]=[C:4]([NH:13][C:31](=[O:32])[CH2:30][C:23]2[CH:24]=[C:25]([O:28][CH3:29])[CH:26]=[CH:27][C:22]=2[O:20][CH3:21])[CH:3]=1. (5) Given the reactants CCCC[N+](CCCC)(CCCC)CCCC.[F-].[CH:19]1([C@H:25]([CH3:48])[C:26]([N:28]([CH3:47])[CH2:29][C:30](=[O:46])[C:31]2[N:32](S(C3C=CC(C)=CC=3)(=O)=O)[CH:33]=[CH:34][CH:35]=2)=[O:27])[CH2:24][CH2:23][CH2:22][CH2:21][CH2:20]1.O, predict the reaction product. The product is: [CH:19]1([C@H:25]([CH3:48])[C:26]([N:28]([CH3:47])[CH2:29][C:30](=[O:46])[C:31]2[NH:32][CH:33]=[CH:34][CH:35]=2)=[O:27])[CH2:24][CH2:23][CH2:22][CH2:21][CH2:20]1. (6) Given the reactants Cl[C:2]1[N:11]=[C:10]([N:12]2[CH2:17][CH2:16][O:15][CH2:14][CH2:13]2)[C:9]2[C:4](=[C:5]([CH3:32])[CH:6]=[C:7]([C:18]3[C:19]([F:31])=[C:20]([NH:24][S:25]([CH2:28][CH2:29][CH3:30])(=[O:27])=[O:26])[CH:21]=[CH:22][CH:23]=3)[CH:8]=2)[N:3]=1.CC1(C)C(C)(C)OB([C:41]2[CH:42]=[CH:43][C:44]([NH2:47])=[N:45][CH:46]=2)O1.C(=O)([O-])[O-].[Na+].[Na+], predict the reaction product. The product is: [NH2:47][C:44]1[N:45]=[CH:46][C:41]([C:2]2[N:11]=[C:10]([N:12]3[CH2:17][CH2:16][O:15][CH2:14][CH2:13]3)[C:9]3[C:4](=[C:5]([CH3:32])[CH:6]=[C:7]([C:18]4[C:19]([F:31])=[C:20]([NH:24][S:25]([CH2:28][CH2:29][CH3:30])(=[O:27])=[O:26])[CH:21]=[CH:22][CH:23]=4)[CH:8]=3)[N:3]=2)=[CH:42][CH:43]=1. (7) Given the reactants Cl[C:2]1[CH:7]=[CH:6][N:5]2[N:8]=[CH:9][C:10]([N+:11]([O-:13])=[O:12])=[C:4]2[N:3]=1.O[C@H](CC(O)=O)C(O)=O.[F:23][C:24]1[CH:29]=[CH:28][C:27]([F:30])=[CH:26][C:25]=1[C@H:31]1[CH2:35][CH2:34][CH2:33][NH:32]1, predict the reaction product. The product is: [F:23][C:24]1[CH:29]=[CH:28][C:27]([F:30])=[CH:26][C:25]=1[C@H:31]1[CH2:35][CH2:34][CH2:33][N:32]1[C:2]1[CH:7]=[CH:6][N:5]2[N:8]=[CH:9][C:10]([N+:11]([O-:13])=[O:12])=[C:4]2[N:3]=1.